This data is from Full USPTO retrosynthesis dataset with 1.9M reactions from patents (1976-2016). The task is: Predict the reactants needed to synthesize the given product. (1) Given the product [F:1][C:2]([C:5]1[CH:9]=[C:8]([NH:10][C:19](=[O:28])[O:21][C:22]2[CH:27]=[CH:26][CH:25]=[CH:24][CH:23]=2)[N:7]([C:11]2[CH:16]=[CH:15][C:14]([O:17][CH3:18])=[CH:13][CH:12]=2)[N:6]=1)([F:4])[CH3:3], predict the reactants needed to synthesize it. The reactants are: [F:1][C:2]([C:5]1[CH:9]=[C:8]([NH2:10])[N:7]([C:11]2[CH:16]=[CH:15][C:14]([O:17][CH3:18])=[CH:13][CH:12]=2)[N:6]=1)([F:4])[CH3:3].[C:19](=[O:28])([O:21][C:22]1[CH:27]=[CH:26][CH:25]=[CH:24][CH:23]=1)N. (2) Given the product [Br:1][C:2]1[CH:6]=[C:5]([C:7]2[NH:24][C:21]3[CH:22]=[CH:23][C:18]([C:13]4[CH:14]=[CH:15][CH:16]=[CH:17][C:12]=4[C:11]([F:10])([F:26])[F:27])=[CH:19][C:20]=3[N:25]=2)[O:4][N:3]=1, predict the reactants needed to synthesize it. The reactants are: [Br:1][C:2]1[CH:6]=[C:5]([C:7](O)=O)[O:4][N:3]=1.[F:10][C:11]([F:27])([F:26])[C:12]1[CH:17]=[CH:16][CH:15]=[CH:14][C:13]=1[C:18]1[CH:23]=[CH:22][C:21]([NH2:24])=[C:20]([NH2:25])[CH:19]=1.C1CCC(N=C=NC2CCCCC2)CC1.CC1C=CC(S(O)(=O)=O)=CC=1.O.[OH-].[Na+]. (3) Given the product [C:8]([C:7]1[CH:10]=[C:11]([C:14]2[O:18][N:17]=[C:16]([C:19]3[CH:29]=[CH:28][C:22]4[CH2:23][CH2:24][N:25]([CH:31]([CH3:39])[C:32]([O:34][C:35]([CH3:38])([CH3:37])[CH3:36])=[O:33])[CH2:26][CH2:27][C:21]=4[CH:20]=3)[N:15]=2)[CH:12]=[CH:13][C:6]=1[O:5][CH:3]([CH3:2])[CH3:4])#[N:9], predict the reactants needed to synthesize it. The reactants are: Cl.[CH3:2][CH:3]([O:5][C:6]1[CH:13]=[CH:12][C:11]([C:14]2[O:18][N:17]=[C:16]([C:19]3[CH:29]=[CH:28][C:22]4[CH2:23][CH2:24][NH:25][CH2:26][CH2:27][C:21]=4[CH:20]=3)[N:15]=2)=[CH:10][C:7]=1[C:8]#[N:9])[CH3:4].Br[CH:31]([CH3:39])[C:32]([O:34][C:35]([CH3:38])([CH3:37])[CH3:36])=[O:33].C(=O)([O-])[O-]. (4) Given the product [C:10]([O:14][CH2:15][CH:16]([O:8][C:7](=[O:9])[CH2:6][CH2:5][CH2:4][CH2:3][CH2:2][Br:1])[CH3:17])(=[O:13])[CH:11]=[CH2:12], predict the reactants needed to synthesize it. The reactants are: [Br:1][CH2:2][CH2:3][CH2:4][CH2:5][CH2:6][C:7]([OH:9])=[O:8].[C:10]([O:14][CH2:15][CH:16](O)[CH3:17])(=[O:13])[CH:11]=[CH2:12].C(Cl)CCl. (5) Given the product [Cl:52][CH2:51][C:28]1[CH:29]=[C:24]([C:6]2[N:7]=[CH:8][C:9]([C:11]3[CH:12]=[CH:13][C:14]([O:17][C:18]4[CH:23]=[CH:22][CH:21]=[CH:20][CH:19]=4)=[CH:15][CH:16]=3)=[C:10]3[C:2]([NH2:1])=[N:3][NH:4][C:5]=23)[CH:25]=[CH:26][N:27]=1, predict the reactants needed to synthesize it. The reactants are: [NH2:1][C:2]1[C:10]2[C:5](=[C:6]([C:24]3[CH:29]=[CH:28][N:27]=[C:26](CO)[CH:25]=3)[N:7]=[CH:8][C:9]=2[C:11]2[CH:16]=[CH:15][C:14]([O:17][C:18]3[CH:23]=[CH:22][CH:21]=[CH:20][CH:19]=3)=[CH:13][CH:12]=2)[NH:4][N:3]=1.CCN(CC)CC.S(Cl)(C1C=CC(C)=CC=1)(=O)=O.Cl[CH2:51][Cl:52].